The task is: Predict the reaction yield, written as a fraction of the theoretical maximum amount of product (1.0 means a 100% yield; for example, 0.34 means a 34% yield).. This data is from Reaction yield outcomes from USPTO patents with 853,638 reactions. The reactants are [F:1][C:2]1[CH:7]=[CH:6][C:5]([N:8]2[C:12]([CH:13]([CH3:15])[CH3:14])=[C:11]([NH2:16])[CH:10]=[N:9]2)=[CH:4][CH:3]=1.[Cl:17][C:18]1[C:19]([C:30]([F:33])([F:32])[F:31])=[N:20][N:21]([C:24]([CH3:29])([CH3:28])[C:25](O)=[O:26])[C:22]=1[CH3:23].C(N(C(C)C)CC)(C)C.CN(C(ON1N=NC2C=CC=NC1=2)=[N+](C)C)C.F[P-](F)(F)(F)(F)F. The catalyst is CN(C=O)C.O. The product is [Cl:17][C:18]1[C:19]([C:30]([F:32])([F:31])[F:33])=[N:20][N:21]([C:24]([CH3:29])([CH3:28])[C:25]([NH:16][C:11]2[CH:10]=[N:9][N:8]([C:5]3[CH:4]=[CH:3][C:2]([F:1])=[CH:7][CH:6]=3)[C:12]=2[CH:13]([CH3:14])[CH3:15])=[O:26])[C:22]=1[CH3:23]. The yield is 0.390.